Task: Predict the reactants needed to synthesize the given product.. Dataset: Full USPTO retrosynthesis dataset with 1.9M reactions from patents (1976-2016) (1) Given the product [O:21]1[CH2:22][CH2:23][CH2:24][CH2:25][CH:20]1[O:19][CH2:18][CH2:17][O:12][N:11]=[C:2]1[C:3](=[O:10])[C:4]2[CH:9]=[CH:8][CH:7]=[CH:6][C:5]=2[O:1]1, predict the reactants needed to synthesize it. The reactants are: [O:1]1[C:5]2[CH:6]=[CH:7][CH:8]=[CH:9][C:4]=2[C:3](=[O:10])[C:2]1=[N:11][OH:12].C[O-].[Na+].Br[CH2:17][CH2:18][O:19][CH:20]1[CH2:25][CH2:24][CH2:23][CH2:22][O:21]1.O. (2) Given the product [Cl:1][C:2]1[C:3]([C:15]#[N:16])=[N:4][CH:5]=[C:6]([O:8][CH3:9])[CH:7]=1, predict the reactants needed to synthesize it. The reactants are: [Cl:1][C:2]1[CH:3]=[N+:4]([O-])[CH:5]=[C:6]([O:8][CH3:9])[CH:7]=1.C[Si]([C:15]#[N:16])(C)C. (3) Given the product [Br:1][C:2]1[N:10]([CH2:11][C:12]2[CH:17]=[CH:16][CH:15]=[CH:14][C:13]=2[Br:18])[C:9]2[C:8](=[O:19])[N:7]([CH2:28][CH2:29][C:30]3[CH:35]=[CH:34][CH:33]=[CH:32][CH:31]=3)[C:6](=[O:20])[N:5]([CH3:21])[C:4]=2[N:3]=1, predict the reactants needed to synthesize it. The reactants are: [Br:1][C:2]1[N:10]([CH2:11][C:12]2[CH:17]=[CH:16][CH:15]=[CH:14][C:13]=2[Br:18])[C:9]2[C:8](=[O:19])[NH:7][C:6](=[O:20])[N:5]([CH3:21])[C:4]=2[N:3]=1.CN(C)C=O.Br[CH2:28][CH2:29][C:30]1[CH:35]=[CH:34][CH:33]=[CH:32][CH:31]=1.C(=O)([O-])[O-].[K+].[K+].